This data is from NCI-60 drug combinations with 297,098 pairs across 59 cell lines. The task is: Regression. Given two drug SMILES strings and cell line genomic features, predict the synergy score measuring deviation from expected non-interaction effect. (1) Drug 1: C1=NC2=C(N=C(N=C2N1C3C(C(C(O3)CO)O)O)F)N. Drug 2: CCC1=C2CN3C(=CC4=C(C3=O)COC(=O)C4(CC)O)C2=NC5=C1C=C(C=C5)O. Cell line: IGROV1. Synergy scores: CSS=9.26, Synergy_ZIP=-2.84, Synergy_Bliss=2.09, Synergy_Loewe=-80.3, Synergy_HSA=0.110. (2) Drug 1: C1=NC2=C(N1)C(=S)N=C(N2)N. Drug 2: COCCOC1=C(C=C2C(=C1)C(=NC=N2)NC3=CC=CC(=C3)C#C)OCCOC.Cl. Cell line: SF-295. Synergy scores: CSS=37.2, Synergy_ZIP=4.33, Synergy_Bliss=3.48, Synergy_Loewe=0.762, Synergy_HSA=3.90.